From a dataset of Full USPTO retrosynthesis dataset with 1.9M reactions from patents (1976-2016). Predict the reactants needed to synthesize the given product. (1) Given the product [F:37][C:38]([F:43])([F:42])[C:39]([OH:41])=[O:40].[NH2:1][CH2:2][C:3]1[CH:4]=[C:5]([C:9]2[CH:14]=[CH:13][CH:12]=[C:11]([O:15][C:16]3[N:21]=[C:20]([O:22][C:23]4[CH:31]=[C:30]([N:32]([CH3:33])[CH3:34])[CH:29]=[CH:28][C:24]=4[C:25]([OH:27])=[O:26])[C:19]([F:35])=[CH:18][C:17]=3[F:36])[CH:10]=2)[CH:6]=[CH:7][CH:8]=1, predict the reactants needed to synthesize it. The reactants are: [NH2:1][CH2:2][C:3]1[CH:4]=[C:5]([C:9]2[CH:14]=[CH:13][CH:12]=[C:11]([O:15][C:16]3[N:21]=[C:20]([O:22][C:23]4[CH:31]=[C:30]([N:32]([CH3:34])[CH3:33])[CH:29]=[CH:28][C:24]=4[C:25]([OH:27])=[O:26])[C:19]([F:35])=[CH:18][C:17]=3[F:36])[CH:10]=2)[CH:6]=[CH:7][CH:8]=1.[F:37][C:38]([F:43])([F:42])[C:39]([O-:41])=[O:40]. (2) Given the product [CH3:1][C:2]1[CH:6]=[C:5]([CH3:7])[NH:4][C:3]=1/[CH:8]=[C:9]1\[C:10](=[O:18])[N:11]([C:19](=[O:25])[CH2:20][CH2:21][C:22]([OH:24])=[O:23])[C:12]2[C:17]\1=[CH:16][CH:15]=[CH:14][CH:13]=2, predict the reactants needed to synthesize it. The reactants are: [CH3:1][C:2]1[CH:6]=[C:5]([CH3:7])[NH:4][C:3]=1[CH:8]=[C:9]1[C:17]2[C:12](=[CH:13][CH:14]=[CH:15][CH:16]=2)[NH:11][C:10]1=[O:18].[C:19]1(=[O:25])[O:24][C:22](=[O:23])[CH2:21][CH2:20]1.